This data is from Reaction yield outcomes from USPTO patents with 853,638 reactions. The task is: Predict the reaction yield, written as a fraction of the theoretical maximum amount of product (1.0 means a 100% yield; for example, 0.34 means a 34% yield). The reactants are [CH3:1][C:2]1[CH:7]=[CH:6][C:5]([Mg]Br)=[CH:4][CH:3]=1.[N:10]12[CH2:17][CH2:16][C:13]([C:18]([O:20]CC)=O)([CH2:14][CH2:15]1)[CH2:12][CH2:11]2. The catalyst is C1COCC1. The product is [N:10]12[CH2:11][CH2:12][C:13]([C:18]([C:5]3[CH:6]=[CH:7][C:2]([CH3:1])=[CH:3][CH:4]=3)([C:5]3[CH:6]=[CH:7][C:2]([CH3:1])=[CH:3][CH:4]=3)[OH:20])([CH2:14][CH2:15]1)[CH2:16][CH2:17]2. The yield is 0.866.